This data is from NCI-60 drug combinations with 297,098 pairs across 59 cell lines. The task is: Regression. Given two drug SMILES strings and cell line genomic features, predict the synergy score measuring deviation from expected non-interaction effect. (1) Drug 1: CC1=C(C=C(C=C1)NC(=O)C2=CC=C(C=C2)CN3CCN(CC3)C)NC4=NC=CC(=N4)C5=CN=CC=C5. Drug 2: CC=C1C(=O)NC(C(=O)OC2CC(=O)NC(C(=O)NC(CSSCCC=C2)C(=O)N1)C(C)C)C(C)C. Cell line: U251. Synergy scores: CSS=15.8, Synergy_ZIP=-1.57, Synergy_Bliss=-3.33, Synergy_Loewe=-64.4, Synergy_HSA=-4.58. (2) Drug 1: CNC(=O)C1=NC=CC(=C1)OC2=CC=C(C=C2)NC(=O)NC3=CC(=C(C=C3)Cl)C(F)(F)F. Drug 2: N.N.Cl[Pt+2]Cl. Cell line: HS 578T. Synergy scores: CSS=8.42, Synergy_ZIP=-0.264, Synergy_Bliss=3.27, Synergy_Loewe=-6.59, Synergy_HSA=-1.44. (3) Drug 1: C1=C(C(=O)NC(=O)N1)N(CCCl)CCCl. Drug 2: CCC(=C(C1=CC=CC=C1)C2=CC=C(C=C2)OCCN(C)C)C3=CC=CC=C3.C(C(=O)O)C(CC(=O)O)(C(=O)O)O. Cell line: NCI-H460. Synergy scores: CSS=26.2, Synergy_ZIP=-1.61, Synergy_Bliss=-3.39, Synergy_Loewe=-9.98, Synergy_HSA=-3.79. (4) Drug 1: CN(CC1=CN=C2C(=N1)C(=NC(=N2)N)N)C3=CC=C(C=C3)C(=O)NC(CCC(=O)O)C(=O)O. Drug 2: CC1=CC=C(C=C1)C2=CC(=NN2C3=CC=C(C=C3)S(=O)(=O)N)C(F)(F)F. Cell line: NCIH23. Synergy scores: CSS=16.6, Synergy_ZIP=-0.173, Synergy_Bliss=-0.220, Synergy_Loewe=-33.2, Synergy_HSA=0.106. (5) Drug 2: CC1CCC2CC(C(=CC=CC=CC(CC(C(=O)C(C(C(=CC(C(=O)CC(OC(=O)C3CCCCN3C(=O)C(=O)C1(O2)O)C(C)CC4CCC(C(C4)OC)OCCO)C)C)O)OC)C)C)C)OC. Cell line: HT29. Synergy scores: CSS=8.65, Synergy_ZIP=-2.62, Synergy_Bliss=6.17, Synergy_Loewe=-2.29, Synergy_HSA=1.07. Drug 1: C1C(C(OC1N2C=NC3=C(N=C(N=C32)Cl)N)CO)O. (6) Drug 1: C1=CC(=C2C(=C1NCCNCCO)C(=O)C3=C(C=CC(=C3C2=O)O)O)NCCNCCO. Drug 2: C1=CC(=CC=C1C#N)C(C2=CC=C(C=C2)C#N)N3C=NC=N3. Cell line: SNB-75. Synergy scores: CSS=54.7, Synergy_ZIP=-3.45, Synergy_Bliss=-1.32, Synergy_Loewe=-20.9, Synergy_HSA=-0.0422. (7) Drug 1: C1CN1C2=NC(=NC(=N2)N3CC3)N4CC4. Drug 2: COC1=C(C=C2C(=C1)N=CN=C2NC3=CC(=C(C=C3)F)Cl)OCCCN4CCOCC4. Cell line: K-562. Synergy scores: CSS=39.2, Synergy_ZIP=-0.0202, Synergy_Bliss=-1.52, Synergy_Loewe=-10.1, Synergy_HSA=-2.88.